Predict which catalyst facilitates the given reaction. From a dataset of Catalyst prediction with 721,799 reactions and 888 catalyst types from USPTO. (1) Reactant: C(N(CC)CC)C.Cl.CN(C)C.[CH3:13][C:14]1[CH:19]=[CH:18][C:17]([S:20](Cl)(=[O:22])=[O:21])=[CH:16][CH:15]=1.[Cl:24][C:25]1[CH:26]=[C:27]([C:37]([C:39]2[CH:44]=[CH:43][C:42]([Cl:45])=[C:41]([O:46][CH3:47])[N:40]=2)=[O:38])[CH:28]=[CH:29][C:30]=1[O:31][CH2:32][CH2:33][CH2:34][CH2:35][OH:36]. Product: [CH3:13][C:14]1[CH:19]=[CH:18][C:17]([S:20]([O:36][CH2:35][CH2:34][CH2:33][CH2:32][O:31][C:30]2[CH:29]=[CH:28][C:27]([C:37]([C:39]3[CH:44]=[CH:43][C:42]([Cl:45])=[C:41]([O:46][CH3:47])[N:40]=3)=[O:38])=[CH:26][C:25]=2[Cl:24])(=[O:22])=[O:21])=[CH:16][CH:15]=1. The catalyst class is: 146. (2) Reactant: [C:51]12([C:45]3[CH:44]=[C:43](B4OB([C:43]5[CH:48]=[CH:47][C:46]([O:49][CH3:50])=[C:45]([C:51]67[CH2:52][CH:53]8[CH2:59][CH:57]([CH2:56][CH:55]([CH2:54]8)[CH2:60]6)[CH2:58]7)[CH:44]=5)OB([C:43]5[CH:48]=[CH:47][C:46]([O:49][CH3:50])=[C:45]([C:51]67[CH2:60][CH:55]8[CH2:56][CH:57]([CH2:59][CH:53]([CH2:54]8)[CH2:52]6)[CH2:58]7)[CH:44]=5)O4)[CH:48]=[CH:47][C:46]=3[O:49][CH3:50])[CH2:52][CH:53]3[CH2:59][CH:57]([CH2:56][CH:55]([CH2:54]3)[CH2:60]1)[CH2:58]2.FC(F)(F)S(O[C:67]1[CH:76]=[CH:75][C:74]2[C:69](=[CH:70][CH:71]=[C:72]([Br:77])[CH:73]=2)[CH:68]=1)(=O)=O.[O-]P([O-])([O-])=O.[K+].[K+].[K+].C1COCC1. Product: [C:51]12([C:45]3[CH:44]=[C:43]([C:67]4[CH:68]=[C:69]5[C:74](=[CH:75][CH:76]=4)[CH:73]=[C:72]([Br:77])[CH:71]=[CH:70]5)[CH:48]=[CH:47][C:46]=3[O:49][CH3:50])[CH2:52][CH:53]3[CH2:54][CH:55]([CH2:56][CH:57]([CH2:59]3)[CH2:58]1)[CH2:60]2. The catalyst class is: 103. (3) The catalyst class is: 9. Product: [OH:1][C:2]1[C:3]([O:17][CH3:18])=[CH:4][C:5]2[CH:9]=[C:8]([C:10]([N:14]3[CH2:29][CH2:23][O:1][CH2:2][CH2:13]3)=[O:12])[S:7][C:6]=2[C:13]=1[N+:14]([O-:16])=[O:15]. Reactant: [OH:1][C:2]1[C:3]([O:17][CH3:18])=[CH:4][C:5]2[CH:9]=[C:8]([C:10]([OH:12])=O)[S:7][C:6]=2[C:13]=1[N+:14]([O-:16])=[O:15].S(Cl)(Cl)=O.[C:23]1([CH3:29])C=CC=CC=1. (4) Reactant: C([Li])CCC.[F:6][C:7]1[CH:12]=[CH:11][CH:10]=[CH:9][C:8]=1[C@H:13]1[O:15][C@:14]1([CH2:23][N:24]1[CH:28]=[N:27][CH:26]=[N:25]1)[C:16]1[CH:21]=[CH:20][CH:19]=[C:18]([F:22])[CH:17]=1.[CH3:29][S:30]SC.[Cl-].[NH4+]. Product: [F:6][C:7]1[CH:12]=[CH:11][CH:10]=[CH:9][C:8]=1[C@H:13]1[O:15][C@:14]1([CH2:23][N:24]1[C:28]([S:30][CH3:29])=[N:27][CH:26]=[N:25]1)[C:16]1[CH:21]=[CH:20][CH:19]=[C:18]([F:22])[CH:17]=1. The catalyst class is: 83. (5) Product: [C:13]([C:12]1[CH:15]=[CH:16][C:9]([O:8][CH:3]([C:2]([CH3:1])([CH3:21])[CH2:6][OH:5])[C:4]([NH:27][CH2:26][C:25]2[CH:28]=[CH:29][C:30]([O:32][CH3:33])=[CH:31][C:24]=2[O:23][CH3:22])=[O:7])=[CH:10][C:11]=1[C:17]([F:20])([F:19])[F:18])#[N:14]. The catalyst class is: 5. Reactant: [CH3:1][C:2]1([CH3:21])[CH2:6][O:5][C:4](=[O:7])[CH:3]1[O:8][C:9]1[CH:16]=[CH:15][C:12]([C:13]#[N:14])=[C:11]([C:17]([F:20])([F:19])[F:18])[CH:10]=1.[CH3:22][O:23][C:24]1[CH:31]=[C:30]([O:32][CH3:33])[CH:29]=[CH:28][C:25]=1[CH2:26][NH2:27]. (6) Reactant: C[C:2]1[CH:7]=[C:6]([N+:8]([O-:10])=[O:9])[CH:5]=C[C:3]=1[C:11]([F:14])([F:13])[F:12].[OH-].[Na+].[CH3:17][C:18]([OH:20])=[O:19]. Product: [N+:8]([C:6]1[CH:7]=[CH:2][C:3]([C:11]([F:12])([F:13])[F:14])=[C:17]([CH:5]=1)[C:18]([OH:20])=[O:19])([O-:10])=[O:9]. The catalyst class is: 561. (7) Reactant: Cl[C:2]1[CH:7]=[C:6]([N+:8]([O-:10])=[O:9])[CH:5]=[CH:4][C:3]=1[CH2:11][CH2:12][NH:13][CH2:14][CH:15]1[CH2:20][CH2:19][CH2:18][CH2:17][CH2:16]1.C(N(CC)CC)C.[CH3:28][C:29]([O:32][C:33]([O:35]C(OC(C)(C)C)=O)=O)([CH3:31])[CH3:30].C(=O)(O)[O-].[Na+].C(Cl)[Cl:49]. Product: [Cl:49][CH:11]([C:3]1[CH:4]=[CH:5][C:6]([N+:8]([O-:10])=[O:9])=[CH:7][CH:2]=1)[CH2:12][N:13]([CH2:14][CH:15]1[CH2:20][CH2:19][CH2:18][CH2:17][CH2:16]1)[C:33](=[O:35])[O:32][C:29]([CH3:31])([CH3:30])[CH3:28]. The catalyst class is: 25.